The task is: Predict the reactants needed to synthesize the given product.. This data is from Full USPTO retrosynthesis dataset with 1.9M reactions from patents (1976-2016). (1) Given the product [Cl:1][C:2]1[C:7]([C:28]#[N:30])=[N:6][C:5]([NH:9][C@H:10]([C:12]2[N:17]=[CH:16][C:15]([F:18])=[CH:14][N:13]=2)[CH3:11])=[N:4][C:3]=1[NH:19][C:20]1[CH:24]=[C:23]([O:25][CH3:26])[NH:22][N:21]=1, predict the reactants needed to synthesize it. The reactants are: [Cl:1][C:2]1[C:3]([NH:19][C:20]2[CH:24]=[C:23]([O:25][CH3:26])[NH:22][N:21]=2)=[N:4][C:5]([NH:9][C@H:10]([C:12]2[N:17]=[CH:16][C:15]([F:18])=[CH:14][N:13]=2)[CH3:11])=[N:6][C:7]=1Cl.C[C:28]([N:30](C)C)=O. (2) Given the product [Br:1][C:2]1[CH:3]=[CH:4][C:5]([C:8]2([CH2:9][O:10][CH3:11])[O:27][CH2:26][CH2:25][O:12]2)=[CH:6][CH:7]=1, predict the reactants needed to synthesize it. The reactants are: [Br:1][C:2]1[CH:7]=[CH:6][C:5]([C:8](=[O:12])[CH2:9][O:10][CH3:11])=[CH:4][CH:3]=1.O.C1(C)C=CC(S(O)(=O)=O)=CC=1.[CH2:25](O)[CH2:26][OH:27]. (3) Given the product [CH2:1]([O:3][C:4](=[O:18])[CH:5]([C:9]1[C:14]([F:15])=[CH:13][C:12]([O:16][S:20]([C:23]([F:26])([F:25])[F:24])(=[O:21])=[O:19])=[CH:11][C:10]=1[F:17])[O:6][CH2:7][CH3:8])[CH3:2], predict the reactants needed to synthesize it. The reactants are: [CH2:1]([O:3][C:4](=[O:18])[CH:5]([C:9]1[C:14]([F:15])=[CH:13][C:12]([OH:16])=[CH:11][C:10]=1[F:17])[O:6][CH2:7][CH3:8])[CH3:2].[O:19](S(C(F)(F)F)(=O)=O)[S:20]([C:23]([F:26])([F:25])[F:24])(=O)=[O:21].Cl. (4) The reactants are: [C:1]([O:5][C:6]([N:8]1[CH2:13][CH2:12][CH:11]([C:14]2[CH:22]=[CH:21][C:17]([C:18](O)=[O:19])=[CH:16][CH:15]=2)[CH2:10][CH2:9]1)=[O:7])([CH3:4])([CH3:3])[CH3:2].[CH3:23][NH:24][O:25][CH3:26].ON1C2C=CC=CC=2N=N1.Cl.C(N=C=NCCCN(C)C)C. Given the product [CH3:26][O:25][N:24]([CH3:23])[C:18]([C:17]1[CH:16]=[CH:15][C:14]([CH:11]2[CH2:10][CH2:9][N:8]([C:6]([O:5][C:1]([CH3:3])([CH3:2])[CH3:4])=[O:7])[CH2:13][CH2:12]2)=[CH:22][CH:21]=1)=[O:19], predict the reactants needed to synthesize it. (5) Given the product [F:16][C:10]1[CH:11]=[C:12]([I:15])[CH:13]=[CH:14][C:9]=1[NH:8][C:7]1[C:2]([NH:1][S:24]([N:23]([CH3:28])[CH3:22])(=[O:26])=[O:25])=[C:3]2[S:21][CH2:20][CH2:19][N:4]2[C:5](=[O:18])[C:6]=1[CH3:17], predict the reactants needed to synthesize it. The reactants are: [NH2:1][C:2]1[C:7]([NH:8][C:9]2[CH:14]=[CH:13][C:12]([I:15])=[CH:11][C:10]=2[F:16])=[C:6]([CH3:17])[C:5](=[O:18])[N:4]2[CH2:19][CH2:20][S:21][C:3]=12.[CH3:22][N:23]([CH3:28])[S:24](Cl)(=[O:26])=[O:25]. (6) The reactants are: [CH2:1]([N:8]1[CH2:13][CH2:12][N:11]([C:14]([C:16]2[N:17]=[CH:18][N:19]([C@H:27]3[CH2:32][CH2:31][CH2:30][CH2:29][C@@H:28]3[NH2:33])[C:20]=2[C:21]2[CH:26]=[CH:25][CH:24]=[CH:23][CH:22]=2)=[O:15])[C@H:10]([CH2:34][C:35]2[CH:40]=[C:39]([F:41])[CH:38]=[C:37]([F:42])[CH:36]=2)[CH2:9]1)[C:2]1[CH:7]=[CH:6][CH:5]=[CH:4][CH:3]=1.Cl[C:44]([O:46][C:47]1[CH:52]=[CH:51][C:50]([N+]([O-])=O)=CC=1)=[O:45].C1(CO)CC1.[OH-].[Na+]. Given the product [CH2:1]([N:8]1[CH2:13][CH2:12][N:11]([C:14]([C:16]2[N:17]=[CH:18][N:19]([C@H:27]3[CH2:32][CH2:31][CH2:30][CH2:29][C@@H:28]3[NH:33][C:44](=[O:45])[O:46][CH2:47][CH:52]3[CH2:50][CH2:51]3)[C:20]=2[C:21]2[CH:22]=[CH:23][CH:24]=[CH:25][CH:26]=2)=[O:15])[C@H:10]([CH2:34][C:35]2[CH:40]=[C:39]([F:41])[CH:38]=[C:37]([F:42])[CH:36]=2)[CH2:9]1)[C:2]1[CH:7]=[CH:6][CH:5]=[CH:4][CH:3]=1, predict the reactants needed to synthesize it. (7) Given the product [O:30]1[CH2:31][CH2:32][N:27]([C:25]([C:22]2[CH:23]=[CH:24][C:19]([C:16]3[CH:17]=[CH:18][C:13]4[N:14]([C:10]([C:9]#[C:8][C:6]5[CH:5]=[CH:4][N:3]=[C:2]([NH:33][C:34]6[CH:35]=[C:36]([CH3:40])[CH:37]=[CH:38][CH:39]=6)[CH:7]=5)=[CH:11][N:12]=4)[N:15]=3)=[CH:20][CH:21]=2)=[O:26])[CH2:28][CH2:29]1, predict the reactants needed to synthesize it. The reactants are: Cl[C:2]1[CH:7]=[C:6]([C:8]#[C:9][C:10]2[N:14]3[N:15]=[C:16]([C:19]4[CH:24]=[CH:23][C:22]([C:25]([N:27]5[CH2:32][CH2:31][O:30][CH2:29][CH2:28]5)=[O:26])=[CH:21][CH:20]=4)[CH:17]=[CH:18][C:13]3=[N:12][CH:11]=2)[CH:5]=[CH:4][N:3]=1.[NH:33](N)[C:34]1[CH:39]=[CH:38][CH:37]=[C:36]([CH3:40])[CH:35]=1. (8) Given the product [NH2:11][C:9]1[N:8]=[CH:7][N:6]=[C:5]2[N:4]([CH:12]([C:14]3[CH:15]=[C:16]4[N:21]([C:22]=3[C:23]3[CH:28]=[CH:27][CH:26]=[CH:25][N:24]=3)[CH:20]=[CH:19][CH:18]=[CH:17]4)[CH3:13])[N:3]=[C:2]([C:34]3[CH:35]=[C:30]([OH:29])[CH:31]=[CH:32][CH:33]=3)[C:10]=12, predict the reactants needed to synthesize it. The reactants are: I[C:2]1[C:10]2[C:5](=[N:6][CH:7]=[N:8][C:9]=2[NH2:11])[N:4]([CH:12]([C:14]2[CH:15]=[C:16]3[N:21]([C:22]=2[C:23]2[CH:28]=[CH:27][CH:26]=[CH:25][N:24]=2)[CH:20]=[CH:19][CH:18]=[CH:17]3)[CH3:13])[N:3]=1.[OH:29][C:30]1[CH:31]=[C:32](B(O)O)[CH:33]=[CH:34][CH:35]=1.CCO.C([O-])([O-])=O.[Na+].[Na+].